Dataset: Full USPTO retrosynthesis dataset with 1.9M reactions from patents (1976-2016). Task: Predict the reactants needed to synthesize the given product. (1) The reactants are: [CH3:1][N:2]([CH3:24])[C:3]1[CH:8]=[CH:7][N:6]=[C:5]([N:9]2[C@@H:16]3[C@@H:11]([CH2:12][CH2:13][N:14](C(OC(C)(C)C)=O)[CH2:15]3)[CH2:10]2)[CH:4]=1.C(O)(C(F)(F)F)=O. Given the product [C@@H:16]12[N:9]([C:5]3[CH:4]=[C:3]([N:2]([CH3:24])[CH3:1])[CH:8]=[CH:7][N:6]=3)[CH2:10][C@@H:11]1[CH2:12][CH2:13][NH:14][CH2:15]2, predict the reactants needed to synthesize it. (2) The reactants are: Cl.Cl.[OH:3][C@@H:4]1[CH2:11][N:10]([CH2:12][CH2:13][CH2:14][N:15]2[C:21](=[O:22])[CH2:20][CH2:19][NH:18][C@H:17]([CH3:23])[CH2:16]2)[CH2:9][CH2:8][C:5]21[CH2:7][CH2:6]2.[Cl:24][C:25]1[C:26]([F:34])=[C:27]([N:31]=[C:32]=[O:33])[CH:28]=[CH:29][CH:30]=1.[N-]=C=O.CN1CCOCC1. Given the product [Cl:24][C:25]1[C:26]([F:34])=[C:27]([NH:31][C:32]([N:18]2[CH2:19][CH2:20][C:21](=[O:22])[N:15]([CH2:14][CH2:13][CH2:12][N:10]3[CH2:9][CH2:8][C:5]4([CH2:6][CH2:7]4)[C@H:4]([OH:3])[CH2:11]3)[CH2:16][C@H:17]2[CH3:23])=[O:33])[CH:28]=[CH:29][CH:30]=1, predict the reactants needed to synthesize it. (3) Given the product [ClH:15].[SH:4][C@@H:5]1[CH2:9][N:8]([CH3:10])[C@H:7]([C:11]([OH:13])=[O:12])[CH2:6]1, predict the reactants needed to synthesize it. The reactants are: C([S:4][C@@H:5]1[CH2:9][N:8]([CH3:10])[C@H:7]([C:11]([O:13]C)=[O:12])[CH2:6]1)(=O)C.[ClH:15]. (4) Given the product [ClH:34].[Cl:35][C:33]1[CH:37]=[C:38]2[C:26](=[CH:25][CH:24]=1)[NH:27][C:40]([C:7]([N:9]1[CH2:10][CH2:11][N:12]([S:15]([C:18]3[CH:19]=[CH:20][C:21]([C:24]4[CH:29]=[CH:28][N:27]=[CH:26][CH:25]=4)=[CH:22][CH:23]=3)(=[O:16])=[O:17])[CH2:13][CH2:14]1)=[O:8])=[CH:39]2, predict the reactants needed to synthesize it. The reactants are: Cl.C(O[C:7]([N:9]1[CH2:14][CH2:13][N:12]([S:15]([C:18]2[CH:23]=[CH:22][C:21]([C:24]3[CH:29]=[CH:28][N:27]=[CH:26][CH:25]=3)=[CH:20][CH:19]=2)(=[O:17])=[O:16])[CH2:11][CH2:10]1)=[O:8])(C)(C)C.Cl.CO.[CH2:33]([Cl:35])[Cl:34].O1[CH2:40][CH2:39][CH2:38][CH2:37]1. (5) Given the product [CH:1]1([S:7][C:21]2[C:22]3[C:17](=[CH:16][CH:15]=[CH:14][CH:13]=3)[CH:18]=[CH:19][CH:20]=2)[CH2:6][CH2:5][CH2:4][CH2:3][CH2:2]1, predict the reactants needed to synthesize it. The reactants are: [CH:1]1([SH:7])[CH2:6][CH2:5][CH2:4][CH2:3][CH2:2]1.[O-]CC.[Na+].I[C:13]1[C:22]2[C:17](=[CH:18][CH:19]=[CH:20][CH:21]=2)[CH:16]=[CH:15][CH:14]=1.CC(CC(C)C)=O.